This data is from Full USPTO retrosynthesis dataset with 1.9M reactions from patents (1976-2016). The task is: Predict the reactants needed to synthesize the given product. (1) The reactants are: C([O:5][C:6](=[O:28])[CH2:7][CH2:8][N:9]([C:16]1[S:17][C:18]2[CH2:27][C:26]3[CH:25]=[CH:24][CH:23]=[CH:22][C:21]=3[C:19]=2[N:20]=1)[CH2:10][C:11]1[S:12][CH:13]=[CH:14][CH:15]=1)(C)(C)C.[ClH:29]. Given the product [ClH:29].[S:17]1[C:18]2[CH2:27][C:26]3[CH:25]=[CH:24][CH:23]=[CH:22][C:21]=3[C:19]=2[N:20]=[C:16]1[N:9]([CH2:10][C:11]1[S:12][CH:13]=[CH:14][CH:15]=1)[CH2:8][CH2:7][C:6]([OH:28])=[O:5], predict the reactants needed to synthesize it. (2) Given the product [N+:1]([C:4]1[CH:5]=[C:6]([CH:10]=[C:11]([N+:13]([O-:15])=[O:14])[CH:12]=1)[C:7]([O:47][CH2:46][CH2:45][CH2:44][CH2:43][CH2:42][CH2:41][CH2:40][CH2:39][CH2:38][CH2:37][CH2:36][O:35][C:32]1[CH:33]=[CH:34][C:29](/[CH:28]=[C:25](/[C:23]2[CH:22]=[CH:21][C:20]3[O:16][CH2:17][O:18][C:19]=3[CH:24]=2)\[C:26]#[N:27])=[CH:30][C:31]=1[O:48][CH3:49])=[O:8])([O-:3])=[O:2], predict the reactants needed to synthesize it. The reactants are: [N+:1]([C:4]1[CH:5]=[C:6]([CH:10]=[C:11]([N+:13]([O-:15])=[O:14])[CH:12]=1)[C:7](Cl)=[O:8])([O-:3])=[O:2].[O:16]1[C:20]2[CH:21]=[CH:22][C:23](/[C:25](=[CH:28]/[C:29]3[CH:34]=[CH:33][C:32]([O:35][CH2:36][CH2:37][CH2:38][CH2:39][CH2:40][CH2:41][CH2:42][CH2:43][CH2:44][CH2:45][CH2:46][OH:47])=[C:31]([O:48][CH3:49])[CH:30]=3)/[C:26]#[N:27])=[CH:24][C:19]=2[O:18][CH2:17]1.N1C=CC=CC=1.CO. (3) Given the product [CH2:14]([N:16]([CH2:22][CH3:23])[C:17](=[O:21])/[C:18](/[C:19]#[N:20])=[CH:5]/[C:4]1[CH:7]=[C:8]([N+:11]([O-:13])=[O:12])[C:9]([OH:10])=[C:2]([OH:1])[CH:3]=1)[CH3:15], predict the reactants needed to synthesize it. The reactants are: [OH:1][C:2]1[CH:3]=[C:4]([CH:7]=[C:8]([N+:11]([O-:13])=[O:12])[C:9]=1[OH:10])[CH:5]=O.[CH2:14]([N:16]([CH2:22][CH3:23])[C:17](=[O:21])[CH2:18][C:19]#[N:20])[CH3:15].N1CCCCC1.CC([O-])=O. (4) Given the product [F:21][C:22]1[S:26][C:25]([NH:27][C:4]([C:6]2[CH:11]=[C:10]([C:12]3[CH:13]=[C:14]([F:19])[CH:15]=[C:16]([F:18])[CH:17]=3)[CH:9]=[C:8]([CH3:20])[N:7]=2)=[O:5])=[N:24][CH:23]=1, predict the reactants needed to synthesize it. The reactants are: C(O[C:4]([C:6]1[CH:11]=[C:10]([C:12]2[CH:17]=[C:16]([F:18])[CH:15]=[C:14]([F:19])[CH:13]=2)[CH:9]=[C:8]([CH3:20])[N:7]=1)=[O:5])C.[F:21][C:22]1[S:26][C:25]([NH2:27])=[N:24][CH:23]=1. (5) The reactants are: ClC1C=C(N)C=CC=1C.[C:10]1([O:16][C:17](=[O:27])[NH:18][C:19]2[CH:24]=[CH:23][C:22]([CH3:25])=[C:21]([Cl:26])[CH:20]=2)[CH:15]=[CH:14][CH:13]=[CH:12][CH:11]=1.[H-].[Na+]. Given the product [C:10]1([O:16][C:17](=[O:27])[NH:18][C:19]2[CH:24]=[CH:23][C:22]([CH3:25])=[C:21]([Cl:26])[CH:20]=2)[CH:15]=[CH:14][CH:13]=[CH:12][CH:11]=1, predict the reactants needed to synthesize it. (6) Given the product [NH:1]([C:9]1[CH:8]=[CH:7][NH:6][C:5](=[O:10])[CH:4]=1)[NH2:2], predict the reactants needed to synthesize it. The reactants are: [NH2:1][NH2:2].O[C:4]1[C:5]([OH:10])=[N:6][CH:7]=[CH:8][CH:9]=1. (7) Given the product [CH3:3][C:2]([OH:5])([CH3:1])[CH2:4][N:17]1[CH:18]=[C:14]([B:9]2[O:8][C:7]([CH3:19])([CH3:6])[C:11]([CH3:13])([CH3:12])[O:10]2)[CH:15]=[N:16]1, predict the reactants needed to synthesize it. The reactants are: [CH3:1][C:2]1([O:5][CH2:4]1)[CH3:3].[CH3:6][C:7]1([CH3:19])[C:11]([CH3:13])([CH3:12])[O:10][B:9]([C:14]2[CH:15]=[N:16][NH:17][CH:18]=2)[O:8]1.C(=O)([O-])[O-].[Cs+].[Cs+]. (8) Given the product [Br:1][C:2]1[CH:10]=[CH:6][C:5]2[O:11][C:12]([CH3:13])=[C:14]([O:16][C:17](=[O:19])[CH3:18])[C:4]=2[CH:3]=1, predict the reactants needed to synthesize it. The reactants are: [Br:1][C:2]1[CH:3]=[CH:4][C:5]([O:11][CH:12]([C:14]([OH:16])=O)[CH3:13])=[C:6]([CH:10]=1)C(O)=O.[C:17](OC(=O)C)(=[O:19])[CH3:18].C([O-])(=O)C.[Na+]. (9) Given the product [F:26][C:23]([F:24])([F:25])[CH2:22][O:21][C:18]1[N:17]=[CH:16][C:15]([N:12]2[CH2:11][CH2:10][C:9]3([CH2:8][CH2:7][C:6](=[O:5])[CH2:28][CH2:27]3)[C:13]2=[O:14])=[CH:20][CH:19]=1, predict the reactants needed to synthesize it. The reactants are: CS(C)=O.[OH:5][CH:6]1[CH2:28][CH2:27][C:9]2([C:13](=[O:14])[N:12]([C:15]3[CH:16]=[N:17][C:18]([O:21][CH2:22][C:23]([F:26])([F:25])[F:24])=[CH:19][CH:20]=3)[CH2:11][CH2:10]2)[CH2:8][CH2:7]1.C(Cl)(=O)C(Cl)=O.Cl. (10) Given the product [C:1]([C:5]1[O:9][N:8]=[C:7]([NH:10][C:11]([NH:13][C:14]2[CH:19]=[CH:18][CH:17]=[C:16]([O:20][C:21]3[C:30]4[C:25](=[CH:26][C:27]([O:33][CH2:34][CH2:35][CH2:36][N:38]5[CH2:42][CH2:41][C@@H:40]([OH:43])[CH2:39]5)=[C:28]([O:31][CH3:32])[CH:29]=4)[N:24]=[CH:23][N:22]=3)[CH:15]=2)=[O:12])[CH:6]=1)([CH3:4])([CH3:3])[CH3:2], predict the reactants needed to synthesize it. The reactants are: [C:1]([C:5]1[O:9][N:8]=[C:7]([NH:10][C:11]([NH:13][C:14]2[CH:19]=[CH:18][CH:17]=[C:16]([O:20][C:21]3[C:30]4[C:25](=[CH:26][C:27]([O:33][CH2:34][CH2:35][CH2:36]Cl)=[C:28]([O:31][CH3:32])[CH:29]=4)[N:24]=[CH:23][N:22]=3)[CH:15]=2)=[O:12])[CH:6]=1)([CH3:4])([CH3:3])[CH3:2].[NH:38]1[CH2:42][CH2:41][C@@H:40]([OH:43])[CH2:39]1.CCN(C(C)C)C(C)C.O.